Dataset: Forward reaction prediction with 1.9M reactions from USPTO patents (1976-2016). Task: Predict the product of the given reaction. (1) Given the reactants C(O)(C(F)(F)F)=O.[N:8]1[CH:13]=[CH:12][C:11]([N:14]2[CH2:42][CH2:41][C:17]3([CH2:22][CH2:21][N:20]([C:23]([C:25]4[N:26]=[C:27]5[CH2:32][N:31](C(OC(C)(C)C)=O)[CH2:30][CH2:29][N:28]5[CH:40]=4)=[O:24])[CH2:19][CH2:18]3)[CH2:16][CH2:15]2)=[CH:10][CH:9]=1, predict the reaction product. The product is: [N:8]1[CH:13]=[CH:12][C:11]([N:14]2[CH2:42][CH2:41][C:17]3([CH2:18][CH2:19][N:20]([C:23]([C:25]4[N:26]=[C:27]5[CH2:32][NH:31][CH2:30][CH2:29][N:28]5[CH:40]=4)=[O:24])[CH2:21][CH2:22]3)[CH2:16][CH2:15]2)=[CH:10][CH:9]=1. (2) Given the reactants [Cl:1][C:2]1[S:6][C:5]([C:7]2[C:14]([C:15]#[N:16])=[C:13]([OH:17])[C:12]([O:18]C)=[CH:11][C:8]=2[C:9]#[N:10])=[CH:4][CH:3]=1.ClC1SC(B(O)O)=CC=1.BrC1C(C#N)=C(O)C(OC)=CC=1C#N, predict the reaction product. The product is: [Cl:1][C:2]1[S:6][C:5]([C:7]2[C:14]([C:15]#[N:16])=[C:13]([OH:17])[C:12]([OH:18])=[CH:11][C:8]=2[C:9]#[N:10])=[CH:4][CH:3]=1.